Predict the product of the given reaction. From a dataset of Forward reaction prediction with 1.9M reactions from USPTO patents (1976-2016). (1) Given the reactants [CH2:1]([O:8][C:9]1[N:14]=[C:13](Cl)[N:12]=[C:11]([Cl:16])[N:10]=1)[C:2]1[CH:7]=[CH:6][CH:5]=[CH:4][CH:3]=1.[C:17]([NH2:26])([C:20]1[CH:25]=[CH:24][CH:23]=[CH:22][CH:21]=1)([CH3:19])[CH3:18].CCN(C(C)C)C(C)C, predict the reaction product. The product is: [CH2:1]([O:8][C:9]1[N:10]=[C:11]([Cl:16])[N:12]=[C:13]([NH:26][C:17]([CH3:19])([C:20]2[CH:25]=[CH:24][CH:23]=[CH:22][CH:21]=2)[CH3:18])[N:14]=1)[C:2]1[CH:3]=[CH:4][CH:5]=[CH:6][CH:7]=1. (2) The product is: [Cl:19][C:5]1[C:6]([NH:8][C@@H:9]2[CH2:14][CH2:13][CH2:12][CH2:11][C@H:10]2[NH:15][C:16](=[O:18])[CH3:17])=[N:7][C:2]([NH:20][C:21]2[CH:34]=[CH:33][C:24]3[NH:25][C:26](=[O:32])[CH2:27][CH2:28][C:29]([CH3:31])([CH3:30])[C:23]=3[CH:22]=2)=[N:3][CH:4]=1. Given the reactants Cl[C:2]1[N:7]=[C:6]([NH:8][C@@H:9]2[CH2:14][CH2:13][CH2:12][CH2:11][C@H:10]2[NH:15][C:16](=[O:18])[CH3:17])[C:5]([Cl:19])=[CH:4][N:3]=1.[NH2:20][C:21]1[CH:34]=[CH:33][C:24]2[NH:25][C:26](=[O:32])[CH2:27][CH2:28][C:29]([CH3:31])([CH3:30])[C:23]=2[CH:22]=1.Cl, predict the reaction product. (3) Given the reactants [Cl:1][C:2]1[N:3]=[C:4](Cl)[C:5]2[CH2:10][N:9]([C:11]([O:13][CH2:14][CH:15]3[C:27]4[CH:26]=[CH:25][CH:24]=[CH:23][C:22]=4[C:21]4[C:16]3=[CH:17][CH:18]=[CH:19][CH:20]=4)=[O:12])[CH2:8][C:6]=2[N:7]=1.[CH3:29][C:30]1[CH:34]=[C:33]([NH2:35])[NH:32][N:31]=1, predict the reaction product. The product is: [CH3:29][C:30]1[CH:34]=[C:33]([NH:35][C:4]2[C:5]3[CH2:10][N:9]([C:11]([O:13][CH2:14][CH:15]4[C:16]5[CH:17]=[CH:18][CH:19]=[CH:20][C:21]=5[C:22]5[C:27]4=[CH:26][CH:25]=[CH:24][CH:23]=5)=[O:12])[CH2:8][C:6]=3[N:7]=[C:2]([Cl:1])[N:3]=2)[NH:32][N:31]=1. (4) Given the reactants C([O:4][C:5]1[CH:10]=[CH:9][C:8]([O:11][Si:12]([C:25]([CH3:28])([CH3:27])[CH3:26])([C:19]2[CH:24]=[CH:23][CH:22]=[CH:21][CH:20]=2)[C:13]2[CH:18]=[CH:17][CH:16]=[CH:15][CH:14]=2)=[C:7]([F:29])[CH:6]=1)(=O)C.[OH-].[Na+].Cl, predict the reaction product. The product is: [Si:12]([O:11][C:8]1[CH:9]=[CH:10][C:5]([OH:4])=[CH:6][C:7]=1[F:29])([C:25]([CH3:28])([CH3:27])[CH3:26])([C:19]1[CH:20]=[CH:21][CH:22]=[CH:23][CH:24]=1)[C:13]1[CH:14]=[CH:15][CH:16]=[CH:17][CH:18]=1. (5) The product is: [CH2:28]([O:27][C:25](=[O:26])[NH:23][C:19]1[N:18]=[C:17]([C:15]2[CH:14]=[CH:13][C:10]3=[N:11][O:12][C:8]([C:4]4[CH:5]=[CH:6][CH:7]=[C:2]([Br:1])[CH:3]=4)=[C:9]3[CH:16]=2)[CH:22]=[CH:21][N:20]=1)[CH3:29]. Given the reactants [Br:1][C:2]1[CH:3]=[C:4]([C:8]2[O:12][N:11]=[C:10]3[CH:13]=[CH:14][C:15]([C:17]4[CH:22]=[CH:21][N:20]=[C:19]([NH2:23])[N:18]=4)=[CH:16][C:9]=23)[CH:5]=[CH:6][CH:7]=1.Cl[C:25]([O:27][CH2:28][CH3:29])=[O:26].C(N(C(C)C)CC)(C)C, predict the reaction product. (6) Given the reactants [CH3:1][C:2]1[O:6][C:5]([C:7]([O:9][CH3:10])=[O:8])=[CH:4][CH:3]=1.C1C(=O)N([Br:18])C(=O)C1, predict the reaction product. The product is: [Br:18][CH2:1][C:2]1[O:6][C:5]([C:7]([O:9][CH3:10])=[O:8])=[CH:4][CH:3]=1.